Dataset: Forward reaction prediction with 1.9M reactions from USPTO patents (1976-2016). Task: Predict the product of the given reaction. (1) Given the reactants [H-].[H-].[H-].[H-].[Li+].[Al+3].C([O:9][C:10](=O)[CH2:11][C:12]1[C:16]2[CH:17]=[C:18]([O:21][CH3:22])[CH:19]=[CH:20][C:15]=2[O:14][CH:13]=1)C, predict the reaction product. The product is: [CH3:22][O:21][C:18]1[CH:19]=[CH:20][C:15]2[O:14][CH:13]=[C:12]([CH2:11][CH2:10][OH:9])[C:16]=2[CH:17]=1. (2) Given the reactants [N:1]([C@H:4]1[CH2:8][N:7]([CH2:9][C:10]2[CH:15]=[CH:14][CH:13]=[CH:12][CH:11]=2)[CH2:6][C@@H:5]1[N:16]1[CH2:21][C:20]([F:23])([F:22])[CH2:19][CH2:18][C:17]1=[O:24])=[N+]=[N-].C1(P(C2C=CC=CC=2)C2C=CC=CC=2)C=CC=CC=1.O, predict the reaction product. The product is: [NH2:1][C@H:4]1[CH2:8][N:7]([CH2:9][C:10]2[CH:11]=[CH:12][CH:13]=[CH:14][CH:15]=2)[CH2:6][C@@H:5]1[N:16]1[CH2:21][C:20]([F:23])([F:22])[CH2:19][CH2:18][C:17]1=[O:24].